This data is from Reaction yield outcomes from USPTO patents with 853,638 reactions. The task is: Predict the reaction yield, written as a fraction of the theoretical maximum amount of product (1.0 means a 100% yield; for example, 0.34 means a 34% yield). (1) The reactants are [Br:1][C:2]1[N:3]=[C:4]([C:7](=[O:9])[CH3:8])[S:5][CH:6]=1.[CH:10](OC)(OC)[O:11]C.[CH3:17]C1C=CC(S(O)(=O)=O)=CC=1.C([O-])(O)=O.[Na+]. The catalyst is CO. The product is [Br:1][C:2]1[N:3]=[C:4]([C:7]([O:11][CH3:10])([O:9][CH3:17])[CH3:8])[S:5][CH:6]=1. The yield is 0.900. (2) The reactants are Br[C:2]1[CH:3]=[C:4]([CH2:8][NH:9][C:10](=[O:16])[O:11][C:12]([CH3:15])([CH3:14])[CH3:13])[CH:5]=[N:6][CH:7]=1.[CH:17]1(B(O)O)[CH2:19][CH2:18]1.P([O-])([O-])([O-])=O.[K+].[K+].[K+].C1(P(C2CCCCC2)C2CCCCC2)CCCCC1. The catalyst is C1(C)C=CC=CC=1.O.C([O-])(=O)C.[Pd+2].C([O-])(=O)C. The product is [CH:17]1([C:2]2[CH:3]=[C:4]([CH2:8][NH:9][C:10](=[O:16])[O:11][C:12]([CH3:15])([CH3:14])[CH3:13])[CH:5]=[N:6][CH:7]=2)[CH2:19][CH2:18]1. The yield is 0.600.